This data is from Full USPTO retrosynthesis dataset with 1.9M reactions from patents (1976-2016). The task is: Predict the reactants needed to synthesize the given product. Given the product [NH2:9][C@H:10]([C:16]1[CH:17]=[CH:18][C:19]([Cl:22])=[CH:20][CH:21]=1)[CH2:11][C:12]([O:14][CH3:15])=[O:13], predict the reactants needed to synthesize it. The reactants are: Cl.C(OC([NH:9][C@H:10]([C:16]1[CH:21]=[CH:20][C:19]([Cl:22])=[CH:18][CH:17]=1)[CH2:11][C:12]([O:14][CH3:15])=[O:13])=O)(C)(C)C.